This data is from Full USPTO retrosynthesis dataset with 1.9M reactions from patents (1976-2016). The task is: Predict the reactants needed to synthesize the given product. (1) Given the product [CH2:12]([N:19]1[CH2:24][CH2:23][O:22][CH:21]([C:25]2[CH:30]=[CH:29][C:28]([O:9][C:3]3[C:4]([CH3:8])=[CH:5][CH:6]=[CH:7][C:2]=3[CH3:1])=[CH:27][CH:26]=2)[CH2:20]1)[C:13]1[CH:14]=[CH:15][CH:16]=[CH:17][CH:18]=1, predict the reactants needed to synthesize it. The reactants are: [CH3:1][C:2]1[CH:7]=[CH:6][CH:5]=[C:4]([CH3:8])[C:3]=1[OH:9].[H-].[Na+].[CH2:12]([N:19]1[CH2:24][CH2:23][O:22][CH:21]([C:25]2[CH:30]=[CH:29][C:28](Br)=[CH:27][CH:26]=2)[CH2:20]1)[C:13]1[CH:18]=[CH:17][CH:16]=[CH:15][CH:14]=1.CC(C)(C(=O)CC(=O)C(C)(C)C)C.C(=O)([O-])[O-].[Cs+].[Cs+]. (2) Given the product [NH2:15][C:2]1[CH:7]=[C:6]([C:8]2[CH:13]=[CH:12][N:11]=[CH:10][CH:9]=2)[CH:5]=[CH:4][N:3]=1, predict the reactants needed to synthesize it. The reactants are: Cl[C:2]1[CH:7]=[C:6]([C:8]2[CH:13]=[CH:12][N:11]=[CH:10][CH:9]=2)[CH:5]=[CH:4][N:3]=1.[OH-].[NH4+:15]. (3) Given the product [CH3:16][S:13]([CH2:12][CH2:11][CH2:10][O:9][C:7]1[CH:6]=[CH:5][C:4]([NH2:17])=[C:3]([O:2][CH3:1])[CH:8]=1)(=[O:14])=[O:15], predict the reactants needed to synthesize it. The reactants are: [CH3:1][O:2][C:3]1[CH:8]=[C:7]([O:9][CH2:10][CH2:11][CH2:12][S:13]([CH3:16])(=[O:15])=[O:14])[CH:6]=[CH:5][C:4]=1[N+:17]([O-])=O. (4) Given the product [CH3:1][O:2][CH2:3][N:4]1[C:8]2[CH:9]=[CH:10][C:11]([CH:13]([CH3:21])[C:14]([OH:16])=[O:15])=[CH:12][C:7]=2[S:6][C:5]1=[O:22], predict the reactants needed to synthesize it. The reactants are: [CH3:1][O:2][CH2:3][N:4]1[C:8]2[CH:9]=[CH:10][C:11]([CH:13]([CH3:21])[C:14]([O:16]C(C)(C)C)=[O:15])=[CH:12][C:7]=2[S:6][C:5]1=[O:22].FC(F)(F)C(O)=O. (5) Given the product [ClH:23].[N:1]1[C:6]2[NH:7][CH:8]=[CH:9][C:5]=2[C:4]([N:10]2[CH2:14][CH2:13][C@@H:12]([NH2:15])[CH2:11]2)=[N:3][CH:2]=1, predict the reactants needed to synthesize it. The reactants are: [N:1]1[C:6]2[NH:7][CH:8]=[CH:9][C:5]=2[C:4]([N:10]2[CH2:14][CH2:13][C@@H:12]([NH:15]C(=O)OC(C)(C)C)[CH2:11]2)=[N:3][CH:2]=1.[ClH:23]. (6) Given the product [CH3:21][CH:3]([CH2:2][O:1][C:23]1[CH:28]=[CH:27][C:26]([C:29]([F:32])([F:31])[F:30])=[CH:25][CH:24]=1)[CH2:4][O:5][C:6]1[CH:11]=[CH:10][C:9]([CH:12]([C:18]#[C:19][CH3:20])[CH2:13][C:14]([O:16][CH3:17])=[O:15])=[CH:8][CH:7]=1, predict the reactants needed to synthesize it. The reactants are: [OH:1][CH2:2][CH:3]([CH3:21])[CH2:4][O:5][C:6]1[CH:11]=[CH:10][C:9]([CH:12]([C:18]#[C:19][CH3:20])[CH2:13][C:14]([O:16][CH3:17])=[O:15])=[CH:8][CH:7]=1.O[C:23]1[CH:28]=[CH:27][C:26]([C:29]([F:32])([F:31])[F:30])=[CH:25][CH:24]=1.C1(P(C2C=CC=CC=2)C2C=CC=CC=2)C=CC=CC=1.N(C(OC(C)C)=O)=NC(OC(C)C)=O.